This data is from Full USPTO retrosynthesis dataset with 1.9M reactions from patents (1976-2016). The task is: Predict the reactants needed to synthesize the given product. (1) Given the product [CH3:1][O:2][C:3]1[C:8]2[N:9]=[N:10][N:11]([CH2:14][C:15]([NH:28][C@H:26]([C:23]3[CH:24]=[CH:25][C:20]([O:19][CH3:18])=[CH:21][CH:22]=3)[CH3:27])=[O:17])[C:12](=[O:13])[C:7]=2[CH:6]=[CH:5][CH:4]=1, predict the reactants needed to synthesize it. The reactants are: [CH3:1][O:2][C:3]1[C:8]2[N:9]=[N:10][N:11]([CH2:14][C:15]([OH:17])=O)[C:12](=[O:13])[C:7]=2[CH:6]=[CH:5][CH:4]=1.[CH3:18][O:19][C:20]1[CH:25]=[CH:24][C:23]([C@@H:26]([NH2:28])[CH3:27])=[CH:22][CH:21]=1. (2) Given the product [CH2:17]([C:2]1[CH:7]=[CH:6][CH:5]=[C:4]([N:8]2[CH2:12][CH2:11][C:10]3([O:16][CH2:15][CH2:14][O:13]3)[CH2:9]2)[N:3]=1)[C:18]1[CH:23]=[CH:22][CH:21]=[CH:20][CH:19]=1, predict the reactants needed to synthesize it. The reactants are: Br[C:2]1[CH:7]=[CH:6][CH:5]=[C:4]([N:8]2[CH2:12][CH2:11][C:10]3([O:16][CH2:15][CH2:14][O:13]3)[CH2:9]2)[N:3]=1.[CH2:17]([Mg]Br)[C:18]1[CH:23]=[CH:22][CH:21]=[CH:20][CH:19]=1.C(Br)C1C=CC=CC=1.[Mg]. (3) Given the product [CH2:1]([O:3][C:4]([C:6]1([O:18][CH2:19][CH2:20][CH3:21])[CH2:10][CH2:9][NH:8][CH2:7]1)=[O:5])[CH3:2], predict the reactants needed to synthesize it. The reactants are: [CH2:1]([O:3][C:4]([C:6]1([O:18][CH2:19][CH:20]=[CH2:21])[CH2:10][CH2:9][N:8](CC2C=CC=CC=2)[CH2:7]1)=[O:5])[CH3:2].C([O-])=O.[NH4+]. (4) Given the product [Br:1][C:19]1[CH:18]=[C:17]2[C:13](=[CH:12][C:11]=1[O:10][CH3:9])[CH2:14][CH2:15][CH2:16]2, predict the reactants needed to synthesize it. The reactants are: [Br:1]N1C(=O)CCC1=O.[CH3:9][O:10][C:11]1[CH:12]=[C:13]2[C:17](=[CH:18][CH:19]=1)[CH2:16][CH2:15][CH2:14]2. (5) Given the product [Si:23]([O:40][CH2:41][CH2:42][CH2:43]/[C:44](=[CH:54]\[S:55][C:56]1[CH:61]=[CH:60][CH:59]=[CH:58][CH:57]=1)/[C:45](=[S:10])[NH:47][C:48]1[CH:53]=[CH:52][CH:51]=[CH:50][CH:49]=1)([C:36]([CH3:38])([CH3:37])[CH3:39])([C:24]1[CH:25]=[CH:26][CH:27]=[CH:28][CH:29]=1)[C:30]1[CH:31]=[CH:32][CH:33]=[CH:34][CH:35]=1, predict the reactants needed to synthesize it. The reactants are: COC1C=CC(P2(SP(C3C=CC(OC)=CC=3)(=S)S2)=[S:10])=CC=1.[Si:23]([O:40][CH2:41][CH2:42][CH2:43]/[C:44](=[CH:54]\[S:55][C:56]1[CH:61]=[CH:60][CH:59]=[CH:58][CH:57]=1)/[C:45]([NH:47][C:48]1[CH:53]=[CH:52][CH:51]=[CH:50][CH:49]=1)=O)([C:36]([CH3:39])([CH3:38])[CH3:37])([C:30]1[CH:35]=[CH:34][CH:33]=[CH:32][CH:31]=1)[C:24]1[CH:29]=[CH:28][CH:27]=[CH:26][CH:25]=1.O.C(=O)(O)[O-].[Na+]. (6) Given the product [C:14]([C:12]1[CH:11]=[C:6]([CH:5]=[C:4]([N+:1]([O-:3])=[O:2])[CH:13]=1)[C:7]([O:9][CH3:10])=[O:8])#[CH:15], predict the reactants needed to synthesize it. The reactants are: [N+:1]([C:4]1[CH:5]=[C:6]([CH:11]=[C:12]([C:14]#[C:15][Si](C)(C)C)[CH:13]=1)[C:7]([O:9][CH3:10])=[O:8])([O-:3])=[O:2].CO.C(=O)([O-])[O-].[K+].[K+]. (7) Given the product [C:32]1([CH3:45])[CH:33]=[CH:34][C:35]([NH:38][CH:39]2[CH2:44][CH2:43][N:42]([CH2:15][CH2:17][C:18]3([CH2:24][CH2:25][N:26]4[CH2:31][CH2:30][O:29][CH2:28][CH2:27]4)[CH2:23][CH2:22][CH2:21][CH2:20][CH2:19]3)[CH2:41][CH2:40]2)=[CH:36][CH:37]=1, predict the reactants needed to synthesize it. The reactants are: C(O[BH-](OC(=O)C)OC(=O)C)(=O)C.[Na+].[CH:15]([CH2:17][C:18]1([CH2:24][CH2:25][N:26]2[CH2:31][CH2:30][O:29][CH2:28][CH2:27]2)[CH2:23][CH2:22][CH2:21][CH2:20][CH2:19]1)=O.[C:32]1([CH3:45])[CH:37]=[CH:36][C:35]([NH:38][CH:39]2[CH2:44][CH2:43][NH:42][CH2:41][CH2:40]2)=[CH:34][CH:33]=1.C(O)(=O)C.C(=O)([O-])O.[Na+]. (8) Given the product [C:2]([C:7]1[O:11][C:10]([CH2:12][N:13]2[CH:17]=[CH:16][C:15]([NH:18][C:30](=[O:31])/[CH:29]=[CH:28]/[C:24]3[CH:25]=[CH:26][CH:27]=[C:22]([O:21][C:20]([F:33])([F:34])[F:19])[CH:23]=3)=[N:14]2)=[CH:9][CH:8]=1)(=[O:6])[CH3:1], predict the reactants needed to synthesize it. The reactants are: [CH3:1][C:2]1([C:7]2[O:11][C:10]([CH2:12][N:13]3[CH:17]=[CH:16][C:15]([NH2:18])=[N:14]3)=[CH:9][CH:8]=2)[O:6]CCO1.[F:19][C:20]([F:34])([F:33])[O:21][C:22]1[CH:23]=[C:24](/[CH:28]=[CH:29]/[C:30](O)=[O:31])[CH:25]=[CH:26][CH:27]=1. (9) Given the product [F:36][C:35]([F:38])([F:37])[C:33]([N:12]([CH:13]([C:17]1[C:22]([CH3:23])=[CH:21][CH:20]=[CH:19][N:18]=1)[CH2:14][CH:15]=[CH2:16])[CH:8]([C:3]1[C:2]([CH3:1])=[CH:7][CH:6]=[CH:5][N:4]=1)[CH2:9][CH:10]=[CH2:11])=[O:34], predict the reactants needed to synthesize it. The reactants are: [CH3:1][C:2]1[C:3]([CH:8]([NH:12][CH:13]([C:17]2[C:22]([CH3:23])=[CH:21][CH:20]=[CH:19][N:18]=2)[CH2:14][CH:15]=[CH2:16])[CH2:9][CH:10]=[CH2:11])=[N:4][CH:5]=[CH:6][CH:7]=1.CCN(C(C)C)C(C)C.[C:33](O[C:33]([C:35]([F:38])([F:37])[F:36])=[O:34])([C:35]([F:38])([F:37])[F:36])=[O:34].